Dataset: Catalyst prediction with 721,799 reactions and 888 catalyst types from USPTO. Task: Predict which catalyst facilitates the given reaction. (1) Reactant: Cl.Cl.[CH2:3]([N:10]1[CH2:17][CH:16]2[O:18][CH:12]([CH2:13][NH:14][CH2:15]2)[CH2:11]1)[C:4]1[CH:9]=[CH:8][CH:7]=[CH:6][CH:5]=1.Br[CH2:20][CH2:21][OH:22].[I-].[K+].C(=O)([O-])[O-].[Cs+].[Cs+]. Product: [CH2:3]([N:10]1[CH2:17][CH:16]2[O:18][CH:12]([CH2:13][N:14]([CH2:20][CH2:21][OH:22])[CH2:15]2)[CH2:11]1)[C:4]1[CH:5]=[CH:6][CH:7]=[CH:8][CH:9]=1. The catalyst class is: 1. (2) Reactant: [C:1]([Si:5]([CH3:8])([CH3:7])Cl)([CH3:4])([CH3:3])[CH3:2].N1C=CN=C1.[N+:14]([C:17]1[CH:22]=[CH:21][C:20]([NH:23][CH2:24][CH2:25][OH:26])=[CH:19][CH:18]=1)([O-:16])=[O:15]. Product: [Si:5]([O:26][CH2:25][CH2:24][NH:23][C:20]1[CH:19]=[CH:18][C:17]([N+:14]([O-:16])=[O:15])=[CH:22][CH:21]=1)([C:1]([CH3:4])([CH3:3])[CH3:2])([CH3:8])[CH3:7]. The catalyst class is: 3. (3) Reactant: Br.[Br:2][C:3]1[CH:4]=[C:5]2[C:9](=[CH:10][CH:11]=1)[CH2:8][CH:7]([NH2:12])[CH2:6]2.C(OC(C)C)(=O)C.[OH-].[Na+].[Cl-].[Na+]. Product: [Br:2][C:3]1[CH:4]=[C:5]2[C:9](=[CH:10][CH:11]=1)[CH2:8][CH:7]([NH2:12])[CH2:6]2. The catalyst class is: 6. (4) Reactant: C(=O)([O-])[O-].[Ca+2].[NH2:6][C:7]1[CH:12]=[C:11]([C:13]([F:16])([F:15])[F:14])[C:10]([C:17]2[CH:22]=[CH:21][C:20]([S:23]([CH2:26][CH:27]3[CH2:32][CH2:31][N:30]([C:33]([O:35][C:36]([CH3:39])([CH3:38])[CH3:37])=[O:34])[CH2:29][CH2:28]3)(=[O:25])=[O:24])=[CH:19][CH:18]=2)=[C:9]([Cl:40])[CH:8]=1.O.[C:42](Cl)(Cl)=[S:43].Cl. Product: [Cl:40][C:9]1[CH:8]=[C:7]([N:6]=[C:42]=[S:43])[CH:12]=[C:11]([C:13]([F:14])([F:16])[F:15])[C:10]=1[C:17]1[CH:22]=[CH:21][C:20]([S:23]([CH2:26][CH:27]2[CH2:32][CH2:31][N:30]([C:33]([O:35][C:36]([CH3:37])([CH3:39])[CH3:38])=[O:34])[CH2:29][CH2:28]2)(=[O:25])=[O:24])=[CH:19][CH:18]=1. The catalyst class is: 4. (5) Reactant: CS([C:5]1[N:9]=[C:8]([C:10]2[CH:15]=[CH:14][CH:13]=[C:12]([F:16])[CH:11]=2)[S:7][N:6]=1)(=O)=O.[CH2:17]([OH:21])[C:18]#[C:19][CH3:20].[H-].[Na+].[Cl-].[Na+]. Product: [F:16][C:12]1[CH:11]=[C:10]([C:8]2[S:7][N:6]=[C:5]([O:21][CH2:17][C:18]#[C:19][CH3:20])[N:9]=2)[CH:15]=[CH:14][CH:13]=1. The catalyst class is: 9.